From a dataset of Full USPTO retrosynthesis dataset with 1.9M reactions from patents (1976-2016). Predict the reactants needed to synthesize the given product. (1) Given the product [C:33]([NH:32][C:28]1[CH:27]=[C:26]([CH:23]2[CH2:24][CH2:25][N:20]([CH2:19][CH2:18][CH2:17][NH:16][C:13]([C:8]3([C:5]4[CH:4]=[CH:3][C:2]([Cl:1])=[CH:7][CH:6]=4)[CH2:9][CH2:10][CH2:11][CH2:12]3)=[O:15])[CH2:21][CH2:22]2)[CH:31]=[CH:30][CH:29]=1)(=[O:35])[CH3:34], predict the reactants needed to synthesize it. The reactants are: [Cl:1][C:2]1[CH:7]=[CH:6][C:5]([C:8]2([C:13]([OH:15])=O)[CH2:12][CH2:11][CH2:10][CH2:9]2)=[CH:4][CH:3]=1.[NH2:16][CH2:17][CH2:18][CH2:19][N:20]1[CH2:25][CH2:24][CH:23]([C:26]2[CH:27]=[C:28]([NH:32][C:33](=[O:35])[CH3:34])[CH:29]=[CH:30][CH:31]=2)[CH2:22][CH2:21]1. (2) Given the product [OH:1][C@H:2]1[CH2:7][CH2:6][CH2:5][C@@H:4]([NH:8][C:9]2[C:14]([C:15]([NH2:17])=[O:16])=[CH:13][N:12]=[C:11]([NH:30][C:24]3([CH3:23])[CH2:29][CH2:28][O:27][CH2:26][CH2:25]3)[N:10]=2)[CH2:3]1, predict the reactants needed to synthesize it. The reactants are: [OH:1][C@H:2]1[CH2:7][CH2:6][CH2:5][C@@H:4]([NH:8][C:9]2[C:14]([C:15]([NH2:17])=[O:16])=[CH:13][N:12]=[C:11](S(C)(=O)=O)[N:10]=2)[CH2:3]1.Cl.[CH3:23][C:24]1([NH2:30])[CH2:29][CH2:28][O:27][CH2:26][CH2:25]1.CCN(C(C)C)C(C)C. (3) Given the product [CH2:1](/[C:3](/[C:11]1[CH:16]=[CH:15][C:14]([C:17]([C:22]2[CH:27]=[CH:26][C:25]([O:28][CH2:46][C@H:47]3[O:51][C:50](=[O:52])[CH2:49][CH2:48]3)=[C:24]([CH3:29])[CH:23]=2)([CH2:18][CH3:19])[CH2:20][CH3:21])=[CH:13][C:12]=1[CH3:30])=[CH:4]\[C:5]([CH2:9][CH3:10])([OH:8])[CH2:6][CH3:7])[CH3:2], predict the reactants needed to synthesize it. The reactants are: [CH2:1](/[C:3](/[C:11]1[CH:16]=[CH:15][C:14]([C:17]([C:22]2[CH:27]=[CH:26][C:25]([OH:28])=[C:24]([CH3:29])[CH:23]=2)([CH2:20][CH3:21])[CH2:18][CH3:19])=[CH:13][C:12]=1[CH3:30])=[CH:4]\[C:5]([CH2:9][CH3:10])([OH:8])[CH2:6][CH3:7])[CH3:2].C([O-])([O-])=O.[K+].[K+].C1(C)C(S([CH2:46][C@H:47]2[O:51][C:50](=[O:52])[CH2:49][CH2:48]2)(=O)=O)=CC=CC=1.C([O-])(O)=O.[Na+]. (4) Given the product [CH3:1][O:2][C:3]1[CH:12]=[CH:11][C:10]2[C:5](=[CH:6][CH:7]=[C:8]([C:13]3[CH:18]=[CH:17][CH:16]=[C:15]([O:19][CH3:20])[CH:14]=3)[CH:9]=2)[C:4]=1[C:21]([N:34]1[CH2:33][CH2:32][N:31]([C:24]([O:26][C:27]([CH3:30])([CH3:29])[CH3:28])=[O:25])[CH2:36][CH2:35]1)=[O:22], predict the reactants needed to synthesize it. The reactants are: [CH3:1][O:2][C:3]1[CH:12]=[CH:11][C:10]2[C:5](=[CH:6][CH:7]=[C:8]([C:13]3[CH:18]=[CH:17][CH:16]=[C:15]([O:19][CH3:20])[CH:14]=3)[CH:9]=2)[C:4]=1[C:21](O)=[O:22].[C:24]([N:31]1[CH2:36][CH2:35][NH:34][CH2:33][CH2:32]1)([O:26][C:27]([CH3:30])([CH3:29])[CH3:28])=[O:25]. (5) Given the product [NH2:39][C:34]1[CH:35]=[CH:36][CH:37]=[CH:38][C:33]=1[NH:40][C:28](=[O:30])[C:27]1[CH:31]=[CH:32][C:24]([CH2:23][NH:22][C:18]2[N:17]=[C:16]([C:13]3[CH:14]=[CH:15][C:10]([O:9][CH2:8][CH2:7][N:1]4[CH2:2][CH2:3][O:4][CH2:5][CH2:6]4)=[CH:11][CH:12]=3)[CH:21]=[CH:20][N:19]=2)=[CH:25][CH:26]=1, predict the reactants needed to synthesize it. The reactants are: [N:1]1([CH2:7][CH2:8][O:9][C:10]2[CH:15]=[CH:14][C:13]([C:16]3[CH:21]=[CH:20][N:19]=[C:18]([NH:22][CH2:23][C:24]4[CH:32]=[CH:31][C:27]([C:28]([OH:30])=O)=[CH:26][CH:25]=4)[N:17]=3)=[CH:12][CH:11]=2)[CH2:6][CH2:5][O:4][CH2:3][CH2:2]1.[C:33]1([NH2:40])[CH:38]=[CH:37][CH:36]=[CH:35][C:34]=1[NH2:39].CCN(CC)CC.C1C=CC2N(O)N=NC=2C=1.O.CCN=C=NCCCN(C)C.Cl.